This data is from NCI-60 drug combinations with 297,098 pairs across 59 cell lines. The task is: Regression. Given two drug SMILES strings and cell line genomic features, predict the synergy score measuring deviation from expected non-interaction effect. (1) Drug 1: CC1=C(C=C(C=C1)NC(=O)C2=CC=C(C=C2)CN3CCN(CC3)C)NC4=NC=CC(=N4)C5=CN=CC=C5. Drug 2: CC1=C2C(C(=O)C3(C(CC4C(C3C(C(C2(C)C)(CC1OC(=O)C(C(C5=CC=CC=C5)NC(=O)C6=CC=CC=C6)O)O)OC(=O)C7=CC=CC=C7)(CO4)OC(=O)C)O)C)OC(=O)C. Cell line: UO-31. Synergy scores: CSS=12.3, Synergy_ZIP=0.466, Synergy_Bliss=5.97, Synergy_Loewe=-6.70, Synergy_HSA=2.63. (2) Drug 1: C1C(C(OC1N2C=NC3=C2NC=NCC3O)CO)O. Drug 2: CC1C(C(CC(O1)OC2CC(CC3=C2C(=C4C(=C3O)C(=O)C5=CC=CC=C5C4=O)O)(C(=O)C)O)N)O. Cell line: NCI-H460. Synergy scores: CSS=38.2, Synergy_ZIP=-0.734, Synergy_Bliss=-3.54, Synergy_Loewe=-23.7, Synergy_HSA=-3.47. (3) Drug 1: CC1=C(N=C(N=C1N)C(CC(=O)N)NCC(C(=O)N)N)C(=O)NC(C(C2=CN=CN2)OC3C(C(C(C(O3)CO)O)O)OC4C(C(C(C(O4)CO)O)OC(=O)N)O)C(=O)NC(C)C(C(C)C(=O)NC(C(C)O)C(=O)NCCC5=NC(=CS5)C6=NC(=CS6)C(=O)NCCC[S+](C)C)O. Drug 2: C1CC(=O)NC(=O)C1N2C(=O)C3=CC=CC=C3C2=O. Cell line: K-562. Synergy scores: CSS=7.96, Synergy_ZIP=-8.34, Synergy_Bliss=-6.79, Synergy_Loewe=-1.81, Synergy_HSA=-1.79. (4) Drug 1: CN(C)N=NC1=C(NC=N1)C(=O)N. Drug 2: CCCCC(=O)OCC(=O)C1(CC(C2=C(C1)C(=C3C(=C2O)C(=O)C4=C(C3=O)C=CC=C4OC)O)OC5CC(C(C(O5)C)O)NC(=O)C(F)(F)F)O. Cell line: CCRF-CEM. Synergy scores: CSS=24.6, Synergy_ZIP=1.95, Synergy_Bliss=3.77, Synergy_Loewe=4.67, Synergy_HSA=4.75.